From a dataset of Reaction yield outcomes from USPTO patents with 853,638 reactions. Predict the reaction yield, written as a fraction of the theoretical maximum amount of product (1.0 means a 100% yield; for example, 0.34 means a 34% yield). (1) The reactants are [OH:1][CH:2]1[CH2:7][O:6][C:5]2([CH2:12][CH2:11][CH:10]([N:13]3[C:18](=[O:19])[C:17]([CH2:20][C:21]4[CH:26]=[CH:25][C:24]([C:27]5[C:28]([C:33]#[N:34])=[CH:29][CH:30]=[CH:31][CH:32]=5)=[CH:23][CH:22]=4)=[C:16]([CH2:35][CH2:36][CH3:37])[N:15]4[N:38]=[CH:39][N:40]=[C:14]34)[CH2:9][CH2:8]2)[O:4][CH2:3]1.N1C(C)=CC=CC=1C.FC(F)(F)S(O[Si:55]([C:58]([CH3:61])([CH3:60])[CH3:59])([CH3:57])[CH3:56])(=O)=O.Cl. The catalyst is O1CCCC1.O.C(OCC)(=O)C. The product is [Si:55]([O:1][CH:2]1[CH2:7][O:6][C:5]2([CH2:12][CH2:11][CH:10]([N:13]3[C:18](=[O:19])[C:17]([CH2:20][C:21]4[CH:26]=[CH:25][C:24]([C:27]5[C:28]([C:33]#[N:34])=[CH:29][CH:30]=[CH:31][CH:32]=5)=[CH:23][CH:22]=4)=[C:16]([CH2:35][CH2:36][CH3:37])[N:15]4[N:38]=[CH:39][N:40]=[C:14]34)[CH2:9][CH2:8]2)[O:4][CH2:3]1)([C:58]([CH3:61])([CH3:60])[CH3:59])([CH3:57])[CH3:56]. The yield is 1.00. (2) The reactants are Br[C:2]1[CH:3]=[C:4]([CH:9]=[CH:10][C:11]=1[O:12][CH3:13])[C:5]([O:7][CH3:8])=[O:6].[CH2:14]([O:16][CH2:17][CH2:18][O:19][C:20]1[CH:25]=[C:24]([CH3:26])[C:23](B(O)O)=[C:22]([CH3:30])[CH:21]=1)[CH3:15].C1(P(C2CCCCC2)C2C=CC=CC=2C2C=CC=CC=2)CCCCC1.P([O-])([O-])([O-])=O.[K+].[K+].[K+]. The catalyst is C1C=CC(/C=C/C(/C=C/C2C=CC=CC=2)=O)=CC=1.C1C=CC(/C=C/C(/C=C/C2C=CC=CC=2)=O)=CC=1.C1C=CC(/C=C/C(/C=C/C2C=CC=CC=2)=O)=CC=1.[Pd].[Pd].C1(C)C=CC=CC=1. The product is [CH2:14]([O:16][CH2:17][CH2:18][O:19][C:20]1[CH:21]=[C:22]([CH3:30])[C:23]([C:2]2[C:11]([O:12][CH3:13])=[CH:10][CH:9]=[C:4]([C:5]([O:7][CH3:8])=[O:6])[CH:3]=2)=[C:24]([CH3:26])[CH:25]=1)[CH3:15]. The yield is 0.540. (3) The yield is 0.830. The product is [Cl:38][C:29]1[CH:30]=[CH:31][C:32]([C:34]([F:37])([F:35])[F:36])=[CH:33][C:28]=1[C:24]1[C:23]2[N:22]([N:21]=[C:20]([NH:19][C:17]3[CH:16]=[CH:15][C:12]4[CH2:13][CH2:14][NH:8][CH2:9][CH2:10][C:11]=4[CH:18]=3)[N:39]=2)[CH:27]=[CH:26][CH:25]=1. The reactants are C(OC([N:8]1[CH2:14][CH2:13][C:12]2[CH:15]=[CH:16][C:17]([NH:19][C:20]3[N:39]=[C:23]4[C:24]([C:28]5[CH:33]=[C:32]([C:34]([F:37])([F:36])[F:35])[CH:31]=[CH:30][C:29]=5[Cl:38])=[CH:25][CH:26]=[CH:27][N:22]4[N:21]=3)=[CH:18][C:11]=2[CH2:10][CH2:9]1)=O)(C)(C)C.FC(F)(F)C(O)=O. The catalyst is ClCCl. (4) The reactants are C[O:2][C:3](=O)[C:4]1[CH:9]=[CH:8][C:7]([C:10]2[CH2:14][C:13]([C:19]3[CH:24]=[C:23]([Cl:25])[CH:22]=[C:21]([Cl:26])[CH:20]=3)([C:15]([F:18])([F:17])[F:16])[CH2:12][N:11]=2)=[CH:6][C:5]=1[Cl:27].CC(C[AlH]CC(C)C)C.CO. The catalyst is C(Cl)Cl. The product is [Cl:26][C:21]1[CH:20]=[C:19]([C:13]2([C:15]([F:17])([F:18])[F:16])[CH2:12][N:11]=[C:10]([C:7]3[CH:8]=[CH:9][C:4]([CH:3]=[O:2])=[C:5]([Cl:27])[CH:6]=3)[CH2:14]2)[CH:24]=[C:23]([Cl:25])[CH:22]=1. The yield is 0.250. (5) The reactants are BrC1C=CC(O)=C([C:8]2[CH:17]=[CH:16][C:15]3[C:10](=[CH:11][CH:12]=[C:13]([C:18]4[N:22]([CH:23]5[CH2:28][CH2:27][CH2:26][CH2:25][CH2:24]5)[C:21]5[CH:29]=[CH:30][C:31]([C:33]([OH:35])=[O:34])=[CH:32][C:20]=5[N:19]=4)[CH:14]=3)[N:9]=2)C=1.C(OC(C1C=CC2N(C3CCCCC3)C(C3C=CC(N)=C(C=O)C=3)=NC=2C=1)=O)C.C([C:69]1[CH:70]=[CH:71][C:72]([OH:78])=[C:73]([CH:77]=1)[C:74]([NH2:76])=[O:75])(=O)C.[OH-].[K+]. The catalyst is C(O)C. The product is [C:74]([C:73]1[CH:77]=[C:69]([C:8]2[CH:17]=[CH:16][C:15]3[C:10](=[CH:11][CH:12]=[C:13]([C:18]4[N:22]([CH:23]5[CH2:28][CH2:27][CH2:26][CH2:25][CH2:24]5)[C:21]5[CH:29]=[CH:30][C:31]([C:33]([OH:35])=[O:34])=[CH:32][C:20]=5[N:19]=4)[CH:14]=3)[N:9]=2)[CH:70]=[CH:71][C:72]=1[OH:78])(=[O:75])[NH2:76]. The yield is 0.100. (6) The reactants are [Br:1][C:2]1[CH:3]=[CH:4][C:5]([O:12][CH3:13])=[C:6]([S:8](Cl)(=[O:10])=[O:9])[CH:7]=1.Cl.[CH3:15][O:16][C:17](=[O:30])[C@H:18]([NH2:29])[CH2:19][C:20]1[C:28]2[C:23](=[CH:24][CH:25]=[CH:26][CH:27]=2)[NH:22][CH:21]=1. The catalyst is ClCCl.C(N(CC)CC)C. The product is [CH3:15][O:16][C:17](=[O:30])[C@H:18]([NH:29][S:8]([C:6]1[CH:7]=[C:2]([Br:1])[CH:3]=[CH:4][C:5]=1[O:12][CH3:13])(=[O:10])=[O:9])[CH2:19][C:20]1[C:28]2[C:23](=[CH:24][CH:25]=[CH:26][CH:27]=2)[NH:22][CH:21]=1. The yield is 0.950.